Dataset: Tox21: 12 toxicity assays (nuclear receptors and stress response pathways). Task: Binary classification across 12 toxicity assays. (1) The molecule is Cc1c(C)n(Cc2ccccc2)c2ccc(C(=O)OCCN(C)C)cc12. It tested positive (active) for: NR-AhR (Aryl hydrocarbon Receptor agonist activity). (2) The molecule is CN(CC(=O)N1CCOCC1)Cc1c(Cl)cccc1NC(=O)c1ccccc1. It tested positive (active) for: NR-AhR (Aryl hydrocarbon Receptor agonist activity). (3) It tested positive (active) for: SR-ARE (Antioxidant Response Element (oxidative stress)), and SR-MMP (Mitochondrial Membrane Potential disruption). The compound is O=[N+]([O-])c1ccc(O)c([N+](=O)[O-])c1. (4) It tested positive (active) for: NR-AhR (Aryl hydrocarbon Receptor agonist activity). The compound is O=[N+]([O-])c1ccc(Cl)c(Cl)c1. (5) The drug is CN1CCN(CCCN2c3ccccc3Sc3ccc(Cl)cc32)CC1. It tested positive (active) for: NR-AhR (Aryl hydrocarbon Receptor agonist activity). (6) The molecule is Cc1cc([N+](=O)[O-])cc([N+](=O)[O-])c1O. It tested positive (active) for: SR-ARE (Antioxidant Response Element (oxidative stress)), SR-MMP (Mitochondrial Membrane Potential disruption), and SR-p53 (p53 tumor suppressor activation).